Dataset: Forward reaction prediction with 1.9M reactions from USPTO patents (1976-2016). Task: Predict the product of the given reaction. (1) Given the reactants [CH2:1]([N:8]1[CH2:13][CH2:12][NH:11][CH2:10][CH2:9]1)[C:2]1[CH:7]=[CH:6][CH:5]=[CH:4][CH:3]=1.[C:14]([N:21]1[CH2:26][CH2:25][C:24](=O)[CH2:23][CH2:22]1)([O:16][C:17]([CH3:20])([CH3:19])[CH3:18])=[O:15], predict the reaction product. The product is: [C:2]1([CH2:1][N:8]2[CH2:13][CH2:12][N:11]([CH:24]3[CH2:25][CH2:26][N:21]([C:14]([O:16][C:17]([CH3:20])([CH3:19])[CH3:18])=[O:15])[CH2:22][CH2:23]3)[CH2:10][CH2:9]2)[CH:3]=[CH:4][CH:5]=[CH:6][CH:7]=1. (2) Given the reactants [C:1]1([CH3:11])[CH:6]=[CH:5][C:4]([S:7](Cl)(=[O:9])=[O:8])=[CH:3][CH:2]=1.[NH:12]1[CH2:16][CH2:15][C@H:14]([OH:17])[CH2:13]1.ClCCl.[CH2:21](O)[CH2:22][CH3:23], predict the reaction product. The product is: [C:1]1([CH3:11])[CH:6]=[CH:5][C:4]([S:7]([N:12]2[CH2:16][CH2:15][C@H:14]([O:17][S:7]([C:22]3[CH:23]=[CH:6][C:1]([CH3:11])=[CH:2][CH:21]=3)(=[O:9])=[O:8])[CH2:13]2)(=[O:9])=[O:8])=[CH:3][CH:2]=1. (3) The product is: [NH2:1][C:2]1[C:11]2[N:12]=[C:13]([CH2:31][CH2:32][CH2:33][CH3:34])[N:14]([CH2:15][CH2:16][CH2:17][N:18]([CH2:19][C:20]3[CH:21]=[CH:22][C:23]([CH2:26][C:27]([O:29][CH3:30])=[O:28])=[CH:24][CH:25]=3)[C:40](=[O:41])[CH2:39][S:36]([CH3:35])(=[O:38])=[O:37])[C:10]=2[C:9]2[CH:8]=[CH:7][CH:6]=[CH:5][C:4]=2[N:3]=1. Given the reactants [NH2:1][C:2]1[C:11]2[N:12]=[C:13]([CH2:31][CH2:32][CH2:33][CH3:34])[N:14]([CH2:15][CH2:16][CH2:17][NH:18][CH2:19][C:20]3[CH:25]=[CH:24][C:23]([CH2:26][C:27]([O:29][CH3:30])=[O:28])=[CH:22][CH:21]=3)[C:10]=2[C:9]2[CH:8]=[CH:7][CH:6]=[CH:5][C:4]=2[N:3]=1.[CH3:35][S:36]([CH2:39][C:40](O)=[O:41])(=[O:38])=[O:37].CN(C(ON1N=NC2C=CC=NC1=2)=[N+](C)C)C.F[P-](F)(F)(F)(F)F, predict the reaction product. (4) Given the reactants [Cl:1][C:2]1[CH:7]=[CH:6][C:5]([CH2:8][CH2:9][C:10]([N:12]2[C@H:16]([CH2:17][C:18]3[CH:23]=[CH:22][CH:21]=[CH:20][CH:19]=3)[CH2:15][O:14][C:13]2=O)=[O:11])=[CH:4][CH:3]=1.C[Si]([N-][Si](C)(C)C)(C)C.[Na+].Br[CH2:36][C:37]([O:39][C:40]([CH3:43])([CH3:42])[CH3:41])=[O:38].C1C[O:47]CC1, predict the reaction product. The product is: [O:47]=[C:19]1[CH:20]=[CH:21][CH:22]=[CH:23][CH:18]1[CH2:17][C@@H:16]1[CH2:15][O:14][CH2:13][N:12]1[C:10](=[O:11])[C@@H:9]([CH2:8][C:5]1[CH:6]=[CH:7][C:2]([Cl:1])=[CH:3][CH:4]=1)[CH2:36][C:37]([O:39][C:40]([CH3:43])([CH3:42])[CH3:41])=[O:38]. (5) The product is: [Cl:27][C:28]1[CH:29]=[CH:30][C:31]([CH:34]([C:36]2[CH:37]=[CH:38][CH:39]=[CH:40][CH:41]=2)[NH:35][C:16](=[O:18])[C:15]([C:12]2[CH:11]=[CH:10][C:9]([O:8][CH2:7][C:6]3[C:2]([CH3:1])=[N:3][O:4][C:5]=3[CH3:21])=[CH:14][CH:13]=2)([CH3:20])[CH3:19])=[CH:32][CH:33]=1. Given the reactants [CH3:1][C:2]1[C:6]([CH2:7][O:8][C:9]2[CH:14]=[CH:13][C:12]([C:15]([CH3:20])([CH3:19])[C:16]([OH:18])=O)=[CH:11][CH:10]=2)=[C:5]([CH3:21])[O:4][N:3]=1.C(Cl)CCl.Cl.[Cl:27][C:28]1[CH:33]=[CH:32][C:31]([CH:34]([C:36]2[CH:41]=[CH:40][CH:39]=[CH:38][CH:37]=2)[NH2:35])=[CH:30][CH:29]=1.C1C=CC2N(O)N=NC=2C=1.C(N(CC)CC)C, predict the reaction product. (6) The product is: [NH2:12][C:3]1[CH:4]=[CH:5][C:6]([S:8][CH2:9][CH2:10][OH:11])=[N:7][C:2]=1[CH3:1]. Given the reactants [CH3:1][C:2]1[N:7]=[C:6]([S:8][CH2:9][CH2:10][OH:11])[CH:5]=[CH:4][C:3]=1[N+:12]([O-])=O, predict the reaction product.